Task: Predict the reactants needed to synthesize the given product.. Dataset: Full USPTO retrosynthesis dataset with 1.9M reactions from patents (1976-2016) (1) Given the product [Cl:1][C:2]1[CH:7]=[CH:6][C:5]([NH:8][C:9](=[O:28])[NH:10][C:11]2[CH:26]=[CH:25][C:14]([O:15][C:16]3[CH:21]=[CH:20][N:19]=[C:18]([C:22]([O:24][CH3:38])=[O:23])[CH:17]=3)=[CH:13][C:12]=2[F:27])=[CH:4][C:3]=1[C:29]([F:31])([F:32])[F:30], predict the reactants needed to synthesize it. The reactants are: [Cl:1][C:2]1[CH:7]=[CH:6][C:5]([NH:8][C:9](=[O:28])[NH:10][C:11]2[CH:26]=[CH:25][C:14]([O:15][C:16]3[CH:21]=[CH:20][N:19]=[C:18]([C:22]([OH:24])=[O:23])[CH:17]=3)=[CH:13][C:12]=2[F:27])=[CH:4][C:3]=1[C:29]([F:32])([F:31])[F:30].S(=O)(=O)(O)O.[CH3:38]O. (2) Given the product [CH2:13]([N:20]1[CH:24]=[C:23]([C@@H:25]2[N:30]([C:5]([N:50]([C@@H:48]([C:40]3[CH:41]=[C:42]([C:44]([F:47])([F:46])[F:45])[CH:43]=[C:38]([CH2:37][CH3:54])[CH:39]=3)[CH3:49])[CH3:51])=[O:11])[CH2:29][CH2:28][N:27]3[C:31](=[O:34])[CH2:32][CH2:33][C@@H:26]23)[C:22]([CH3:35])=[N:21]1)[C:14]1[CH:19]=[CH:18][CH:17]=[CH:16][CH:15]=1, predict the reactants needed to synthesize it. The reactants are: ClC(Cl)(O[C:5](=[O:11])OC(Cl)(Cl)Cl)Cl.[CH2:13]([N:20]1[CH:24]=[C:23]([C@@H:25]2[NH:30][CH2:29][CH2:28][N:27]3[C:31](=[O:34])[CH2:32][CH2:33][C@@H:26]23)[C:22]([CH3:35])=[N:21]1)[C:14]1[CH:19]=[CH:18][CH:17]=[CH:16][CH:15]=1.F[C:37](F)(F)[C:38]1[CH:39]=[C:40]([C@H:48]([NH:50][CH3:51])[CH3:49])[CH:41]=[C:42]([C:44]([F:47])([F:46])[F:45])[CH:43]=1.[CH3:54]COC(C)=O.